From a dataset of Catalyst prediction with 721,799 reactions and 888 catalyst types from USPTO. Predict which catalyst facilitates the given reaction. (1) Reactant: [N+](=[C:3]([C:10]1[CH:15]=[CH:14][C:13]([Cl:16])=[C:12]([Cl:17])[CH:11]=1)[C:4]([N:6]([O:8][CH3:9])[CH3:7])=[O:5])=[N-].[CH3:18][O:19][C:20]1[O:21][CH:22]=[CH:23][CH:24]=1. Product: [Cl:17][C:12]1[CH:11]=[C:10](/[C:3](/[C:4]([N:6]([O:8][CH3:9])[CH3:7])=[O:5])=[CH:22]\[CH:23]=[CH:24]/[C:20]([O:19][CH3:18])=[O:21])[CH:15]=[CH:14][C:13]=1[Cl:16]. The catalyst class is: 81. (2) Reactant: [C:1]([O:7][CH2:8][CH3:9])(=[O:6])[CH2:2][C:3]([O-:5])=O.[K+].[Mg+2].[Cl-].[Cl-].[F:14][C:15]1[CH:23]=[CH:22][C:21]([C:24]([F:27])([F:26])[F:25])=[CH:20][C:16]=1C(Cl)=O.Cl. Product: [F:14][C:15]1[CH:16]=[CH:20][C:21]([C:24]([F:25])([F:26])[F:27])=[CH:22][C:23]=1[C:3](=[O:5])[CH2:2][C:1]([O:7][CH2:8][CH3:9])=[O:6]. The catalyst class is: 13. (3) Reactant: C1(C)C=CC=CC=1.[NH:8]1[CH:12]=[CH:11][N:10]=[CH:9]1.Br[CH2:14][CH2:15][N:16]1[C:20](=[O:21])[C:19]2=[CH:22][CH:23]=[CH:24][CH:25]=[C:18]2[C:17]1=[O:26]. Product: [N:8]1([CH2:14][CH2:15][N:16]2[C:17](=[O:26])[C:18]3[C:19](=[CH:22][CH:23]=[CH:24][CH:25]=3)[C:20]2=[O:21])[CH:12]=[CH:11][N:10]=[CH:9]1. The catalyst class is: 22. (4) Reactant: N1C=CC=CC=1.Cl.[CH3:8][NH:9][O:10][CH3:11].[CH3:12][O:13][C:14]1[CH:15]=[C:16]([CH:20]=[CH:21][CH:22]=1)[C:17](Cl)=[O:18].O. Product: [CH3:8][N:9]([O:10][CH3:11])[C:17](=[O:18])[C:16]1[CH:20]=[CH:21][CH:22]=[C:14]([O:13][CH3:12])[CH:15]=1. The catalyst class is: 168. (5) Reactant: [BH4-].[Na+].O1CCCC1.[CH3:8][C:9]1[CH:17]=[CH:16][CH:15]=[C:14]([N+:18]([O-:20])=[O:19])[C:10]=1[C:11](O)=[O:12].CS(O)(=O)=O. Product: [OH:12][CH2:11][C:10]1[C:9]([CH3:8])=[CH:17][CH:16]=[CH:15][C:14]=1[N+:18]([O-:20])=[O:19]. The catalyst class is: 93. (6) Reactant: [CH2:1]([N:8]1[CH2:13][CH2:12][NH:11][C@H:10]([CH2:14][C:15]2[CH:20]=[CH:19][C:18]([OH:21])=[CH:17][CH:16]=2)[CH2:9]1)[C:2]1[CH:7]=[CH:6][CH:5]=[CH:4][CH:3]=1.C(N(CC)C(C)C)(C)C.[C:31](O[C:31]([O:33][C:34]([CH3:37])([CH3:36])[CH3:35])=[O:32])([O:33][C:34]([CH3:37])([CH3:36])[CH3:35])=[O:32]. Product: [CH2:1]([N:8]1[CH2:13][CH2:12][N:11]([C:31]([O:33][C:34]([CH3:37])([CH3:36])[CH3:35])=[O:32])[C@H:10]([CH2:14][C:15]2[CH:16]=[CH:17][C:18]([OH:21])=[CH:19][CH:20]=2)[CH2:9]1)[C:2]1[CH:3]=[CH:4][CH:5]=[CH:6][CH:7]=1. The catalyst class is: 1.